Dataset: TCR-epitope binding with 47,182 pairs between 192 epitopes and 23,139 TCRs. Task: Binary Classification. Given a T-cell receptor sequence (or CDR3 region) and an epitope sequence, predict whether binding occurs between them. (1) The epitope is YVLDHLIVV. The TCR CDR3 sequence is CASSFSGSSYNEQFF. Result: 0 (the TCR does not bind to the epitope). (2) The epitope is QIKVRVKMV. The TCR CDR3 sequence is CASSQDSNAYNEQFF. Result: 0 (the TCR does not bind to the epitope). (3) The epitope is RIFTIGTVTLK. The TCR CDR3 sequence is CSVSGTSGRKYNEQFF. Result: 0 (the TCR does not bind to the epitope). (4) The epitope is FSKQLQQSM. The TCR CDR3 sequence is CASPDGWGYTF. Result: 1 (the TCR binds to the epitope). (5) The epitope is ISDYDYYRY. The TCR CDR3 sequence is CASSQDKARDSNTGELFF. Result: 0 (the TCR does not bind to the epitope). (6) The epitope is LPAADLDDF. The TCR CDR3 sequence is CASSPFPTGGNQPQHF. Result: 1 (the TCR binds to the epitope). (7) The epitope is FTYASALWEI. The TCR CDR3 sequence is CASGLALRGGDQETQYF. Result: 0 (the TCR does not bind to the epitope). (8) The epitope is KRWIILGLNK. The TCR CDR3 sequence is CASSRLAGGDTDTQYF. Result: 0 (the TCR does not bind to the epitope). (9) The TCR CDR3 sequence is CASSLAGPEAFF. Result: 1 (the TCR binds to the epitope). The epitope is VLAWLYAAV. (10) The epitope is VLAWLYAAV. The TCR CDR3 sequence is CASSPMTGPGGYTF. Result: 0 (the TCR does not bind to the epitope).